This data is from Full USPTO retrosynthesis dataset with 1.9M reactions from patents (1976-2016). The task is: Predict the reactants needed to synthesize the given product. Given the product [CH3:1][N:2]1[CH2:3][CH2:4][CH:5]([N:8]2[C:16]3[C:11](=[CH:12][CH:13]=[C:14]([NH2:17])[CH:15]=3)[CH2:10][CH2:9]2)[CH2:6][CH2:7]1, predict the reactants needed to synthesize it. The reactants are: [CH3:1][N:2]1[CH2:7][CH2:6][CH:5]([N:8]2[C:16]3[C:11](=[CH:12][CH:13]=[C:14]([N+:17]([O-])=O)[CH:15]=3)[CH2:10][CH2:9]2)[CH2:4][CH2:3]1.